Dataset: Catalyst prediction with 721,799 reactions and 888 catalyst types from USPTO. Task: Predict which catalyst facilitates the given reaction. (1) Reactant: [OH:1][C@H:2]1[CH2:6][CH2:5][CH2:4][C@@H:3]1[NH:7][C:8]1[C:13]([C:14]([NH2:16])=[O:15])=[CH:12][N:11]=[C:10](SC)[N:9]=1.[S:19]([O-:24])(O[O-])(=O)=[O:20].[K+].[K+].[CH3:27]C(C)=O. Product: [OH:1][C@H:2]1[CH2:6][CH2:5][CH2:4][C@@H:3]1[NH:7][C:8]1[C:13]([C:14]([NH2:16])=[O:15])=[CH:12][N:11]=[C:10]([S:19]([CH3:27])(=[O:24])=[O:20])[N:9]=1. The catalyst class is: 6. (2) Product: [CH2:1]([C:3]1[N:7]([C:8]2[N:16]=[C:15]3[C:11]([N:12]=[C:13]([C:18]([N:49]4[CH2:52][CH:51]([N:53]5[CH2:58][CH2:57][CH:56]([OH:59])[CH2:55][CH2:54]5)[CH2:50]4)=[O:19])[N:14]3[CH3:17])=[C:10]([N:21]3[CH2:26][CH2:25][O:24][CH2:23][CH2:22]3)[N:9]=2)[C:6]2[CH:27]=[CH:28][CH:29]=[CH:30][C:5]=2[N:4]=1)[CH3:2]. The catalyst class is: 3. Reactant: [CH2:1]([C:3]1[N:7]([C:8]2[N:16]=[C:15]3[C:11]([N:12]=[C:13]([C:18](O)=[O:19])[N:14]3[CH3:17])=[C:10]([N:21]3[CH2:26][CH2:25][O:24][CH2:23][CH2:22]3)[N:9]=2)[C:6]2[CH:27]=[CH:28][CH:29]=[CH:30][C:5]=2[N:4]=1)[CH3:2].[I-].ClC1C=CC=C[N+]=1C.CCN(C(C)C)C(C)C.[NH:49]1[CH2:52][CH:51]([N:53]2[CH2:58][CH2:57][CH:56]([OH:59])[CH2:55][CH2:54]2)[CH2:50]1.